This data is from Full USPTO retrosynthesis dataset with 1.9M reactions from patents (1976-2016). The task is: Predict the reactants needed to synthesize the given product. (1) Given the product [C:1]([O:5][C:6]([CH:7]1[CH:22]([C:18]2[CH:19]=[CH:20][CH:21]=[C:16]([Cl:15])[CH:17]=2)[C:23]([C:26]2[CH:27]=[CH:28][C:41]([Cl:42])=[CH:30][CH:31]=2)([C:24]#[N:25])[CH:9]([CH2:10][CH:11]([CH3:13])[CH3:12])[NH:8]1)=[O:14])([CH3:4])([CH3:3])[CH3:2], predict the reactants needed to synthesize it. The reactants are: [C:1]([O:5][C:6](=[O:14])[CH2:7]/[N:8]=[CH:9]/[CH2:10][CH:11]([CH3:13])[CH3:12])([CH3:4])([CH3:3])[CH3:2].[Cl:15][C:16]1[CH:17]=[C:18](/[CH:22]=[C:23](/[C:26]2[CH:31]=[CH:30]C(Cl)=[CH:28][CH:27]=2)\[C:24]#[N:25])[CH:19]=[CH:20][CH:21]=1.C(N(CC)CC)C.Cl[CH2:41][Cl:42]. (2) Given the product [CH3:50][C:47]1[CH:46]=[CH:45][C:44]([C:43]([N:42]=[C:40]2[N:39]([CH:52]([CH2:57][CH3:58])[C:53]([O:55][CH3:56])=[O:54])[C:38]3[CH:59]=[CH:60][C:35]([O:34][CH2:68][CH2:67][N:64]4[CH2:65][CH2:66][O:61][CH2:62][CH2:63]4)=[CH:36][C:37]=3[S:41]2)=[O:51])=[CH:49][CH:48]=1, predict the reactants needed to synthesize it. The reactants are: C1(P(C2C=CC=CC=2)C2C=CC=CC=2)C=CC=CC=1.N(C(OC(C)C)=O)=NC(OC(C)C)=O.[OH:34][C:35]1[CH:60]=[CH:59][C:38]2[N:39]([CH:52]([CH2:57][CH3:58])[C:53]([O:55][CH3:56])=[O:54])[C:40](=[N:42][C:43](=[O:51])[C:44]3[CH:49]=[CH:48][C:47]([CH3:50])=[CH:46][CH:45]=3)[S:41][C:37]=2[CH:36]=1.[O:61]1[CH2:66][CH2:65][N:64]([CH2:67][CH2:68]O)[CH2:63][CH2:62]1. (3) Given the product [F:49][C:50]1[CH:51]=[CH:52][C:53]([NH:56][C:22]([C:21]2[CH:20]=[N:19][N:16]3[CH:17]=[CH:18][C:13]([N:9]4[CH2:10][CH2:11][CH2:12][C@@H:8]4[C:4]4[CH:5]=[N:6][CH:7]=[C:2]([F:1])[CH:3]=4)=[N:14][C:15]=23)=[O:24])=[N:54][CH:55]=1, predict the reactants needed to synthesize it. The reactants are: [F:1][C:2]1[CH:3]=[C:4]([C@H:8]2[CH2:12][CH2:11][CH2:10][N:9]2[C:13]2[CH:18]=[CH:17][N:16]3[N:19]=[CH:20][C:21]([C:22]([OH:24])=O)=[C:15]3[N:14]=2)[CH:5]=[N:6][CH:7]=1.CN(C(ON1N=NC2C=CC=NC1=2)=[N+](C)C)C.F[P-](F)(F)(F)(F)F.[F:49][C:50]1[CH:51]=[CH:52][C:53]([NH2:56])=[N:54][CH:55]=1.CCN(C(C)C)C(C)C. (4) Given the product [C:1]([NH:5][S:22]([C:18]1[CH:17]=[C:16]([C:14]([NH:13][C:10]2[CH:11]=[CH:12][C:7]([F:6])=[C:8]([O:26][C:27]([F:30])([F:29])[F:28])[CH:9]=2)=[O:15])[N:20]([CH3:21])[CH:19]=1)(=[O:24])=[O:23])([CH3:4])([CH3:3])[CH3:2], predict the reactants needed to synthesize it. The reactants are: [C:1]([NH2:5])([CH3:4])([CH3:3])[CH3:2].[F:6][C:7]1[CH:12]=[CH:11][C:10]([NH:13][C:14]([C:16]2[N:20]([CH3:21])[CH:19]=[C:18]([S:22](Cl)(=[O:24])=[O:23])[CH:17]=2)=[O:15])=[CH:9][C:8]=1[O:26][C:27]([F:30])([F:29])[F:28].O. (5) Given the product [CH2:1]([O:8][C:9]([N:11]1[CH2:12][CH:13]2[CH2:18][CH:17]=[CH:16][CH:14]2[CH2:15]1)=[O:10])[C:2]1[CH:3]=[CH:4][CH:5]=[CH:6][CH:7]=1, predict the reactants needed to synthesize it. The reactants are: [CH2:1]([O:8][C:9]([N:11]1[CH2:15][CH:14]2[CH:16](O)[CH2:17][CH2:18][CH:13]2[CH2:12]1)=[O:10])[C:2]1[CH:7]=[CH:6][CH:5]=[CH:4][CH:3]=1.[OH-].COC(NS([N+](CC)(CC)CC)(=O)=O)=O. (6) Given the product [C:1]1([C:7]2[N:8]=[C:9]3[CH:14]=[C:13]([C:15]([OH:17])=[O:16])[N:12]=[CH:11][N:10]3[CH:19]=2)[CH:2]=[CH:3][CH:4]=[CH:5][CH:6]=1, predict the reactants needed to synthesize it. The reactants are: [C:1]1([C:7]2[N:8]=[C:9]3[CH:14]=[C:13]([C:15]([O:17]C)=[O:16])[N:12]=[CH:11][N:10]3[CH:19]=2)[CH:6]=[CH:5][CH:4]=[CH:3][CH:2]=1.C[Si](C)(C)[O-].[K+].